Task: Predict the product of the given reaction.. Dataset: Forward reaction prediction with 1.9M reactions from USPTO patents (1976-2016) The product is: [CH3:19][O:18][C:17]1[C:16]2[N:15]=[C:14]([NH:20][C:21](=[O:28])[C:22]3[CH:27]=[CH:26][CH:25]=[N:24][CH:23]=3)[N:13]3[CH2:29][CH2:30][N:31]=[C:12]3[C:11]=2[CH:10]=[CH:9][C:8]=1[O:7][CH2:6][CH2:5][O:4][CH2:3][CH2:2][NH:1][S:39]([C:36]1[CH:37]=[CH:38][C:33]([CH3:32])=[CH:34][CH:35]=1)(=[O:41])=[O:40]. Given the reactants [NH2:1][CH2:2][CH2:3][O:4][CH2:5][CH2:6][O:7][C:8]1[CH:9]=[CH:10][C:11]2[C:12]3[N:13]([CH2:29][CH2:30][N:31]=3)[C:14]([NH:20][C:21](=[O:28])[C:22]3[CH:27]=[CH:26][CH:25]=[N:24][CH:23]=3)=[N:15][C:16]=2[C:17]=1[O:18][CH3:19].[CH3:32][C:33]1[CH:38]=[CH:37][C:36]([S:39](Cl)(=[O:41])=[O:40])=[CH:35][CH:34]=1, predict the reaction product.